From a dataset of Full USPTO retrosynthesis dataset with 1.9M reactions from patents (1976-2016). Predict the reactants needed to synthesize the given product. (1) The reactants are: [CH:1]([C:4]1[C:13]2[C:8](=[CH:9][C:10]([O:17]C)=[C:11]([C:14](=[O:16])[CH3:15])[CH:12]=2)[O:7][C:6]([CH3:20])([CH3:19])[CH:5]=1)([CH3:3])[CH3:2].B(Br)(Br)Br. Given the product [OH:17][C:10]1[CH:9]=[C:8]2[C:13]([C:4]([CH:1]([CH3:2])[CH3:3])=[CH:5][C:6]([CH3:20])([CH3:19])[O:7]2)=[CH:12][C:11]=1[C:14](=[O:16])[CH3:15], predict the reactants needed to synthesize it. (2) Given the product [S:1]1[CH:5]=[CH:4][CH:3]=[C:2]1[C:6]1[N:14]2[C:9]([CH:10]=[CH:11][CH:12]=[CH:13]2)=[CH:8][C:7]=1[CH:15]([NH2:16])[CH3:20], predict the reactants needed to synthesize it. The reactants are: [S:1]1[CH:5]=[CH:4][CH:3]=[C:2]1[C:6]1[N:14]2[C:9]([CH:10]=[CH:11][CH:12]=[CH:13]2)=[CH:8][C:7]=1[C:15]#[N:16].C[Mg+].[Br-].[CH3:20]COCC.[BH4-].[Na+]. (3) Given the product [C:42]([O:41][C:39](=[O:40])[NH:34][C@H:32]1[CH2:33][C@@H:29]([N:26]2[CH:25]=[N:24][C:23]3[C:27]2=[N:28][C:20]([C:18](=[O:17])[NH:1][CH2:2][CH2:3][NH2:4])=[N:21][C:22]=3[NH:48][CH2:49][CH:50]([C:57]2[CH:62]=[CH:61][CH:60]=[CH:59][CH:58]=2)[C:51]2[CH:52]=[CH:53][CH:54]=[CH:55][CH:56]=2)[C@H:30]([OH:47])[C@@H:31]1[OH:46])([CH3:43])([CH3:45])[CH3:44], predict the reactants needed to synthesize it. The reactants are: [NH2:1][CH2:2][CH2:3][NH:4]C(C1N=C2C(N=CN2)=CN=1)=O.C[O:17][C:18]([C:20]1[N:28]=[C:27]2[C:23]([N:24]=[CH:25][N:26]2[C@@H:29]2[CH2:33][C@H:32]([N:34]([C:39]([O:41][C:42]([CH3:45])([CH3:44])[CH3:43])=[O:40])C(=O)CC)[C@@H:31]([OH:46])[C@H:30]2[OH:47])=[C:22]([NH:48][CH2:49][CH:50]([C:57]2[CH:62]=[CH:61][CH:60]=[CH:59][CH:58]=2)[C:51]2[CH:56]=[CH:55][CH:54]=[CH:53][CH:52]=2)[N:21]=1)=O. (4) Given the product [CH2:38]([O:37][C:35](=[O:36])[CH2:34][CH2:33][C:29]1[C:30]([CH3:32])=[N:31][C:20]2[N:19]([CH2:18][C:17]3[CH:41]=[CH:42][C:14]([CH:7]([CH:8]4[CH2:13][CH2:12][O:11][CH2:10][CH2:9]4)[C:6]([OH:43])=[O:5])=[CH:15][CH:16]=3)[C:27]3[C:22]([C:21]=2[C:28]=1[CH3:40])=[CH:23][CH:24]=[CH:25][CH:26]=3)[CH3:39], predict the reactants needed to synthesize it. The reactants are: C([O:5][C:6](=[O:43])[C@H:7]([C:14]1[CH:42]=[CH:41][C:17]([CH2:18][N:19]2[C:27]3[C:22](=[CH:23][CH:24]=[CH:25][CH:26]=3)[C:21]3[C:28]([CH3:40])=[C:29]([CH2:33][CH2:34][C:35]([O:37][CH2:38][CH3:39])=[O:36])[C:30]([CH3:32])=[N:31][C:20]2=3)=[CH:16][CH:15]=1)[CH:8]1[CH2:13][CH2:12][O:11][CH2:10][CH2:9]1)(C)(C)C.FC(F)(F)C(O)=O.C(O)(=O)CC(CC(O)=O)(C(O)=O)O. (5) Given the product [CH2:2]([O:4][C:5](=[O:27])[C@@H:6]([O:24][CH2:25][CH3:26])[CH2:7][C:8]1[CH:13]=[CH:12][C:11]([O:14][CH2:15][CH2:16][C:17]2[CH:18]=[CH:19][C:20]([NH:23][C:29]([O:31][CH3:32])=[O:30])=[CH:21][CH:22]=2)=[CH:10][CH:9]=1)[CH3:3], predict the reactants needed to synthesize it. The reactants are: Cl.[CH2:2]([O:4][C:5](=[O:27])[C@@H:6]([O:24][CH2:25][CH3:26])[CH2:7][C:8]1[CH:13]=[CH:12][C:11]([O:14][CH2:15][CH2:16][C:17]2[CH:22]=[CH:21][C:20]([NH2:23])=[CH:19][CH:18]=2)=[CH:10][CH:9]=1)[CH3:3].Cl[C:29]([O:31][CH3:32])=[O:30]. (6) Given the product [NH2:30][CH2:31][CH2:32][CH2:33][CH2:34][C@H:35]([NH:39][C:58]([NH:57][C:60]1[C:69]2[C:64](=[CH:65][CH:66]=[CH:67][CH:68]=2)[CH:63]=[CH:62][CH:61]=1)=[O:59])[C:36]([NH:1][C:2]1[CH:3]=[CH:4][C:5]([CH2:6][N:7]([CH:15]2[CH2:20][CH2:19][CH2:18][CH2:17][CH2:16]2)[C:8]([C:10]2[O:11][CH:12]=[CH:13][CH:14]=2)=[O:9])=[CH:21][CH:22]=1)=[O:37], predict the reactants needed to synthesize it. The reactants are: [NH2:1][C:2]1[CH:22]=[CH:21][C:5]([CH2:6][N:7]([CH:15]2[CH2:20][CH2:19][CH2:18][CH2:17][CH2:16]2)[C:8]([C:10]2[O:11][CH:12]=[CH:13][CH:14]=2)=[O:9])=[CH:4][CH:3]=1.C(OC([NH:30][CH2:31][CH2:32][CH2:33][CH2:34][C@H:35]([NH:39]C(OCC1C2C=CC=CC=2C2C1=CC=CC=2)=O)[C:36](O)=[O:37])=O)(C)(C)C.[N:57]([C:60]1[C:69]2[C:64](=[CH:65][CH:66]=[CH:67][CH:68]=2)[CH:63]=[CH:62][CH:61]=1)=[C:58]=[O:59]. (7) Given the product [N+:7]([C:10]1[CH:16]=[CH:15][CH:14]=[CH:13][C:11]=1[NH:12][C:18]1[CH:25]=[CH:24][C:23]([C:26]([F:27])([F:29])[F:28])=[CH:22][C:19]=1[C:20]#[N:21])([O-:9])=[O:8], predict the reactants needed to synthesize it. The reactants are: C(=O)([O-])[O-].[Cs+].[Cs+].[N+:7]([C:10]1[CH:16]=[CH:15][CH:14]=[CH:13][C:11]=1[NH2:12])([O-:9])=[O:8].F[C:18]1[CH:25]=[CH:24][C:23]([C:26]([F:29])([F:28])[F:27])=[CH:22][C:19]=1[C:20]#[N:21].Cl.